Dataset: Catalyst prediction with 721,799 reactions and 888 catalyst types from USPTO. Task: Predict which catalyst facilitates the given reaction. (1) Reactant: [C:1]([Si:5]([CH3:14])([CH3:13])[O:6][CH2:7][CH2:8][CH2:9][C@@H:10]1[CH2:12][O:11]1)([CH3:4])([CH3:3])[CH3:2].[NH2:15][C:16]1[CH:17]=[CH:18][C:19]2[O:24][CH2:23][C:22](=[O:25])[NH:21][C:20]=2[CH:26]=1. Product: [C:1]([Si:5]([CH3:14])([CH3:13])[O:6][CH2:7][CH2:8][CH2:9][C@@H:10]([OH:11])[CH2:12][NH:15][C:16]1[CH:17]=[CH:18][C:19]2[O:24][CH2:23][C:22](=[O:25])[NH:21][C:20]=2[CH:26]=1)([CH3:4])([CH3:3])[CH3:2]. The catalyst class is: 88. (2) Product: [NH2:9][C:5]1[CH:4]=[C:3]([O:2][CH3:1])[CH:8]=[CH:7][C:6]=1[C:14](=[O:15])[CH3:16]. Reactant: [CH3:1][O:2][C:3]1[CH:8]=[CH:7][CH:6]=[C:5]([NH2:9])[CH:4]=1.B(Cl)(Cl)Cl.[C:14](Cl)([CH3:16])=[O:15].[Al+3].[Cl-].[Cl-].[Cl-].[OH-].[Na+]. The catalyst class is: 2. (3) Reactant: [CH3:1][N:2]1[C:6]([C:7]([F:10])([F:9])[F:8])=[C:5]([C@H:11]([NH:13][S@@](C(C)(C)C)=O)[CH3:12])[CH:4]=[N:3]1.[ClH:20]. Product: [ClH:20].[ClH:20].[CH3:1][N:2]1[C:6]([C:7]([F:8])([F:9])[F:10])=[C:5]([C@H:11]([NH2:13])[CH3:12])[CH:4]=[N:3]1. The catalyst class is: 12. (4) Reactant: [OH:1][CH2:2][CH:3]1[NH:9][CH2:8][CH2:7][CH2:6][N:5]([C:10]([O:12][C:13]([CH3:16])([CH3:15])[CH3:14])=[O:11])[CH2:4]1.Br[CH2:18][C:19]([C:21]1[C:22]([CH3:31])=[C:23]2[C:27](=[CH:28][CH:29]=1)[C:26](=[O:30])[O:25][CH2:24]2)=[O:20].C(N(C(C)C)CC)(C)C. Product: [OH:20][C:19]1([C:21]2[C:22]([CH3:31])=[C:23]3[C:27](=[CH:28][CH:29]=2)[C:26](=[O:30])[O:25][CH2:24]3)[O:1][CH2:2][CH:3]2[CH2:4][N:5]([C:10]([O:12][C:13]([CH3:16])([CH3:15])[CH3:14])=[O:11])[CH2:6][CH2:7][CH2:8][N:9]2[CH2:18]1. The catalyst class is: 7. (5) Reactant: [NH2:1][C:2]1[CH:3]=[C:4]([C:15]2[O:19][N:18]=[C:17]([C:20]3[CH:29]=[CH:28][C:23]([C:24]([O:26][CH3:27])=[O:25])=[C:22]([F:30])[CH:21]=3)[N:16]=2)[CH:5]=[CH:6][C:7]=1[N:8]1[CH2:13][CH2:12][CH2:11][CH2:10][CH:9]1[CH3:14].[C:31](Cl)(=[O:34])[CH2:32][CH3:33]. Product: [C:31]([NH:1][C:2]1[CH:3]=[C:4]([C:15]2[O:19][N:18]=[C:17]([C:20]3[CH:29]=[CH:28][C:23]([C:24]([O:26][CH3:27])=[O:25])=[C:22]([F:30])[CH:21]=3)[N:16]=2)[CH:5]=[CH:6][C:7]=1[N:8]1[CH2:13][CH2:12][CH2:11][CH2:10][CH:9]1[CH3:14])(=[O:34])[CH2:32][CH3:33]. The catalyst class is: 202.